This data is from Full USPTO retrosynthesis dataset with 1.9M reactions from patents (1976-2016). The task is: Predict the reactants needed to synthesize the given product. (1) Given the product [CH2:7]=[CH:6][CH2:5][CH2:4][CH:3]([OH:11])[CH2:2][CH2:15][CH:16]=[CH2:17], predict the reactants needed to synthesize it. The reactants are: Br[CH2:2][CH2:3][CH2:4][CH2:5][CH:6]=[CH2:7].II.C(OC)=[O:11].Cl.[CH3:15][CH2:16][CH2:17]CCC. (2) Given the product [CH3:25][C:20]1[CH:21]=[CH:22][CH:23]=[C:18]([N+:15]([O-:17])=[O:16])[C:19]=1[CH2:2][C:1]([OH:8])=[O:7], predict the reactants needed to synthesize it. The reactants are: [C:1]([O:8]CC)(=[O:7])[C:2](OCC)=O.[O-]CC.[K+].[N+:15]([C:18]1[CH:19]=[C:20]([CH3:25])[C:21](C)=[CH:22][CH:23]=1)([O-:17])=[O:16]. (3) The reactants are: OC1C2[C:6](=[CH:7][CH:8]=[CH:9][CH:10]=2)[CH:5]=[N:4][C:3]=1[N+:12]([O-])=O.[C:15]([O:18][CH2:19][CH3:20])(=O)C.[S:21](S([O-])=O)([O-])=O.[Na+].[Na+]. Given the product [SH:21][C:15]1[O:18][C:19]2[C:20]3[CH:10]=[CH:9][CH:8]=[CH:7][C:6]=3[CH:5]=[N:4][C:3]=2[N:12]=1, predict the reactants needed to synthesize it. (4) Given the product [Cl:16][C:17]1[CH:24]=[CH:23][CH:22]=[CH:21][C:18]=1[C:19]1[NH:15][C:13](=[O:14])[C:3]2[O:4][C:5]3[CH:10]=[CH:9][C:8]([O:11][CH3:12])=[CH:7][C:6]=3[C:2]=2[N:1]=1, predict the reactants needed to synthesize it. The reactants are: [NH2:1][C:2]1[C:6]2[CH:7]=[C:8]([O:11][CH3:12])[CH:9]=[CH:10][C:5]=2[O:4][C:3]=1[C:13]([NH2:15])=[O:14].[Cl:16][C:17]1[CH:24]=[CH:23][CH:22]=[CH:21][C:18]=1[CH:19]=O.CS(C)=O.S(=O)(O)[O-].[Na+]. (5) Given the product [CH3:1][N:2]1[C:6]([C:7]2[CH:12]=[CH:11][C:10]([NH:13][C:14]3[N:15]=[CH:16][C:17]4[C:22]([CH:23]=3)=[CH:21][C:20]([C:24]3[CH:29]=[N:28][C:27]([NH:30][CH3:31])=[CH:26][CH:25]=3)=[CH:19][CH:18]=4)=[C:9]([O:39][CH3:40])[CH:8]=2)=[CH:5][N:4]=[C:3]1[CH3:41], predict the reactants needed to synthesize it. The reactants are: [CH3:1][N:2]1[C:6]([C:7]2[CH:12]=[CH:11][C:10]([NH:13][C:14]3[N:15]=[CH:16][C:17]4[C:22]([CH:23]=3)=[CH:21][C:20]([C:24]3[CH:25]=[CH:26][C:27]([N:30](C)[C:31](=O)OC(C)(C)C)=[N:28][CH:29]=3)=[CH:19][CH:18]=4)=[C:9]([O:39][CH3:40])[CH:8]=2)=[CH:5][N:4]=[C:3]1[CH3:41].C(O)(C(F)(F)F)=O.